Predict the reactants needed to synthesize the given product. From a dataset of Full USPTO retrosynthesis dataset with 1.9M reactions from patents (1976-2016). Given the product [CH3:23][O:24][C:25]1[C:30]([C:2]2[N:7]=[C:6]([NH:8][C:9]3[CH:10]=[N:11][C:12]([O:15][CH3:16])=[CH:13][CH:14]=3)[CH:5]=[C:4]([N:17]3[CH2:22][CH2:21][O:20][CH2:19][CH2:18]3)[N:3]=2)=[CH:29][N:28]=[C:27]([NH2:40])[N:26]=1, predict the reactants needed to synthesize it. The reactants are: Cl[C:2]1[N:7]=[C:6]([NH:8][C:9]2[CH:10]=[N:11][C:12]([O:15][CH3:16])=[CH:13][CH:14]=2)[CH:5]=[C:4]([N:17]2[CH2:22][CH2:21][O:20][CH2:19][CH2:18]2)[N:3]=1.[CH3:23][O:24][C:25]1[C:30](B2OC(C)(C)C(C)(C)O2)=[CH:29][N:28]=[C:27]([NH2:40])[N:26]=1.